This data is from Peptide-MHC class II binding affinity with 134,281 pairs from IEDB. The task is: Regression. Given a peptide amino acid sequence and an MHC pseudo amino acid sequence, predict their binding affinity value. This is MHC class II binding data. (1) The peptide sequence is HGQLGGLHLMIGLAK. The MHC is DRB1_1101 with pseudo-sequence DRB1_1101. The binding affinity (normalized) is 0.476. (2) The peptide sequence is YDKFLANVSTVLTVK. The MHC is DRB1_0405 with pseudo-sequence DRB1_0405. The binding affinity (normalized) is 0.730.